From a dataset of Full USPTO retrosynthesis dataset with 1.9M reactions from patents (1976-2016). Predict the reactants needed to synthesize the given product. (1) Given the product [Br:1][C:2]1[CH:22]=[CH:21][C:5]2[C:6]([CH2:19][O:24][CH3:23])=[C:7]([C:9]([C:11]3[CH:16]=[CH:15][C:14]([Cl:17])=[CH:13][C:12]=3[Cl:18])=[O:10])[O:8][C:4]=2[CH:3]=1, predict the reactants needed to synthesize it. The reactants are: [Br:1][C:2]1[CH:22]=[CH:21][C:5]2[C:6]([CH2:19]Br)=[C:7]([C:9]([C:11]3[CH:16]=[CH:15][C:14]([Cl:17])=[CH:13][C:12]=3[Cl:18])=[O:10])[O:8][C:4]=2[CH:3]=1.[CH3:23][O-:24].[Na+]. (2) Given the product [CH2:3]([CH:6]([CH2:11][C:12]#[CH:13])[C:7]([OH:9])=[O:8])[C:4]#[CH:5], predict the reactants needed to synthesize it. The reactants are: [OH-].[Na+].[CH2:3]([CH:6]([CH2:11][C:12]#[CH:13])[C:7]([O:9]C)=[O:8])[C:4]#[CH:5]. (3) Given the product [F:36][C:26]1[CH:27]=[C:28]([O:31][C:32]([F:33])([F:34])[F:35])[CH:29]=[CH:30][C:25]=1[B:9]1[O:10][C:11]([CH3:16])([CH3:17])[C:12]([CH3:14])([CH3:15])[O:13]1, predict the reactants needed to synthesize it. The reactants are: [CH3:16][C:11]1([CH3:17])[C:12]([CH3:15])([CH3:14])[O:13][B:9]([B:9]2[O:13][C:12]([CH3:15])([CH3:14])[C:11]([CH3:17])([CH3:16])[O:10]2)[O:10]1.C([O-])(=O)C.[K+].Br[C:25]1[CH:30]=[CH:29][C:28]([O:31][C:32]([F:35])([F:34])[F:33])=[CH:27][C:26]=1[F:36].